This data is from Aqueous solubility values for 9,982 compounds from the AqSolDB database. The task is: Regression/Classification. Given a drug SMILES string, predict its absorption, distribution, metabolism, or excretion properties. Task type varies by dataset: regression for continuous measurements (e.g., permeability, clearance, half-life) or binary classification for categorical outcomes (e.g., BBB penetration, CYP inhibition). For this dataset (solubility_aqsoldb), we predict Y. (1) The molecule is Cc1nn(-c2ccccc2)c([O-])c1N=Nc1cc(Cl)c(S(N)(=O)=O)cc1[O-].Cc1nn(-c2ccccc2)c([O-])c1N=Nc1cc(Cl)c(S(N)(=O)=O)cc1[O-].[Cr+3].[Na+]. The Y is -2.69 log mol/L. (2) The molecule is O=C(Cl)Cl. The Y is -1.16 log mol/L. (3) The compound is CCCN(CC1CC1)c1c([N+](=O)[O-])cc(C(F)(F)F)cc1[N+](=O)[O-]. The Y is -6.54 log mol/L. (4) The compound is CCC(=O)OCC1OC(n2cc(I)c(=O)[nH]c2=O)CC1O. The Y is -2.46 log mol/L.